This data is from HIV replication inhibition screening data with 41,000+ compounds from the AIDS Antiviral Screen. The task is: Binary Classification. Given a drug SMILES string, predict its activity (active/inactive) in a high-throughput screening assay against a specified biological target. The compound is Cc1ccc2[nH]c(-c3ccccc3Cl)nc2c1. The result is 0 (inactive).